From a dataset of Catalyst prediction with 721,799 reactions and 888 catalyst types from USPTO. Predict which catalyst facilitates the given reaction. Reactant: [CH3:1][O:2][C:3]1[CH:8]=[CH:7][C:6]([N:9]2[CH2:14][CH2:13][N:12]([C:15]3[C:16]([CH3:35])=[C:17]([CH3:34])[C:18]4[O:22][C:21]([CH2:24][N:25]5[CH2:30][CH2:29][C:28](=[O:31])[CH2:27][CH2:26]5)([CH3:23])[CH2:20][C:19]=4[C:32]=3[CH3:33])[CH2:11][CH2:10]2)=[CH:5][CH:4]=1.B.[Na]. Product: [CH3:1][O:2][C:3]1[CH:4]=[CH:5][C:6]([N:9]2[CH2:10][CH2:11][N:12]([C:15]3[C:16]([CH3:35])=[C:17]([CH3:34])[C:18]4[O:22][C:21]([CH2:24][N:25]5[CH2:30][CH2:29][CH:28]([OH:31])[CH2:27][CH2:26]5)([CH3:23])[CH2:20][C:19]=4[C:32]=3[CH3:33])[CH2:13][CH2:14]2)=[CH:7][CH:8]=1. The catalyst class is: 8.